Dataset: Peptide-MHC class II binding affinity with 134,281 pairs from IEDB. Task: Regression. Given a peptide amino acid sequence and an MHC pseudo amino acid sequence, predict their binding affinity value. This is MHC class II binding data. (1) The peptide sequence is KEADYSQIPISINYR. The MHC is DRB5_0101 with pseudo-sequence DRB5_0101. The binding affinity (normalized) is 0.150. (2) The peptide sequence is PWNVVRIKIVQMLSD. The MHC is DRB1_0701 with pseudo-sequence DRB1_0701. The binding affinity (normalized) is 0.596. (3) The peptide sequence is VGSKLIVAMSSWLQK. The MHC is HLA-DQA10501-DQB10301 with pseudo-sequence HLA-DQA10501-DQB10301. The binding affinity (normalized) is 0.446. (4) The peptide sequence is TISNNLFFNHHKVML. The MHC is HLA-DQA10101-DQB10501 with pseudo-sequence HLA-DQA10101-DQB10501. The binding affinity (normalized) is 0.315.